From a dataset of Reaction yield outcomes from USPTO patents with 853,638 reactions. Predict the reaction yield, written as a fraction of the theoretical maximum amount of product (1.0 means a 100% yield; for example, 0.34 means a 34% yield). (1) The reactants are [F:1][C:2]([F:10])([F:9])[CH:3]([OH:8])[C:4]([F:7])([F:6])[F:5].Cl[C:12](Cl)([O:14]C(=O)OC(Cl)(Cl)Cl)Cl.C(N(CC)C(C)C)(C)C.[F:32][C:33]1[CH:38]=[CH:37][CH:36]=[C:35]([CH2:39][N:40]2[CH2:45][CH2:44][NH:43][CH2:42][CH2:41]2)[C:34]=1[N:46]1[CH2:51][CH2:50][O:49][CH2:48][CH2:47]1. The catalyst is O.ClCCl. The product is [F:32][C:33]1[C:34]([N:46]2[CH2:51][CH2:50][O:49][CH2:48][CH2:47]2)=[C:35]([CH2:39][N:40]2[CH2:45][CH2:44][N:43]([C:12]([O:8][CH:3]([C:4]([F:7])([F:6])[F:5])[C:2]([F:10])([F:9])[F:1])=[O:14])[CH2:42][CH2:41]2)[CH:36]=[CH:37][CH:38]=1. The yield is 0.360. (2) The reactants are [CH3:1][N:2]([CH3:32])[C:3]([C:5]1[N:26]([CH:27]2[CH2:31][CH2:30][CH2:29][CH2:28]2)[C:8]2[N:9]=[C:10]([NH:13][C:14]3[CH:19]=[CH:18][C:17]([N:20]4[CH2:25][CH2:24][NH:23][CH2:22][CH2:21]4)=[CH:16][N:15]=3)[N:11]=[CH:12][C:7]=2[CH:6]=1)=[O:4].[CH2:33]1[O:35][C@H:34]1[CH2:36][OH:37]. No catalyst specified. The product is [CH3:1][N:2]([CH3:32])[C:3]([C:5]1[N:26]([CH:27]2[CH2:31][CH2:30][CH2:29][CH2:28]2)[C:8]2[N:9]=[C:10]([NH:13][C:14]3[CH:19]=[CH:18][C:17]([N:20]4[CH2:21][CH2:22][N:23]([CH2:33][C@H:34]([OH:35])[CH2:36][OH:37])[CH2:24][CH2:25]4)=[CH:16][N:15]=3)[N:11]=[CH:12][C:7]=2[CH:6]=1)=[O:4]. The yield is 0.500. (3) The reactants are [F:1][C:2]1[CH:7]=[CH:6][C:5]([N+:8]([O-])=O)=[CH:4][C:3]=1[C:11]1[CH:16]=[CH:15][N:14]=[CH:13][CH:12]=1. The catalyst is C(O)C.C(OCC)(=O)C.[Pt](=O)=O. The product is [F:1][C:2]1[CH:7]=[CH:6][C:5]([NH2:8])=[CH:4][C:3]=1[C:11]1[CH:12]=[CH:13][N:14]=[CH:15][CH:16]=1. The yield is 1.00. (4) The reactants are [CH2:1]([O:3][C:4](=[O:41])[C:5]([CH2:26][CH2:27][CH2:28][CH2:29][C:30]([CH3:40])([CH3:39])[CH2:31][O:32]C1CCCCO1)([CH2:11][CH2:12][CH2:13][CH2:14][C:15]([CH3:25])([CH3:24])[CH2:16][O:17]C1CCCCO1)[C:6]([O:8][CH2:9][CH3:10])=[O:7])[CH3:2].C(O)C. The catalyst is Cl.O. The product is [CH2:9]([O:8][C:6](=[O:7])[C:5]([CH2:26][CH2:27][CH2:28][CH2:29][C:30]([CH3:39])([CH3:40])[CH2:31][OH:32])([CH2:11][CH2:12][CH2:13][CH2:14][C:15]([CH3:24])([CH3:25])[CH2:16][OH:17])[C:4]([O:3][CH2:1][CH3:2])=[O:41])[CH3:10]. The yield is 0.840.